This data is from Full USPTO retrosynthesis dataset with 1.9M reactions from patents (1976-2016). The task is: Predict the reactants needed to synthesize the given product. (1) Given the product [CH3:1][O:2][C:3]1[CH:4]=[C:5]([CH2:9][CH2:10][C:11]([O:13][CH3:14])=[O:12])[CH:6]=[N:7][CH:8]=1, predict the reactants needed to synthesize it. The reactants are: [CH3:1][O:2][C:3]1[CH:4]=[C:5](/[CH:9]=[CH:10]/[C:11]([O:13][CH3:14])=[O:12])[CH:6]=[N:7][CH:8]=1. (2) Given the product [CH2:1]([O:8][C:9]1[N:24]=[C:23]([C:25]2[CH:33]=[C:32]3[C:28]([CH:29]=[C:30]([CH2:34][N:47]([CH3:48])[CH3:46])[NH:31]3)=[CH:27][CH:26]=2)[C:22]([CH2:36][CH3:37])=[C:21]([O:38][CH2:39][C:69]2[CH:68]=[CH:49][CH:50]=[CH:54][CH:53]=2)[C:10]=1[C:11]([O:13][CH2:14][C:15]1[CH:16]=[CH:17][CH:18]=[CH:19][CH:20]=1)=[O:12])[C:2]1[CH:3]=[CH:4][CH:5]=[CH:6][CH:7]=1, predict the reactants needed to synthesize it. The reactants are: [CH2:1]([O:8][C:9]1[N:24]=[C:23]([C:25]2[CH:33]=[C:32]3[C:28]([CH:29]=[C:30]([CH:34]=O)[NH:31]3)=[CH:27][CH:26]=2)[C:22]([CH2:36][CH3:37])=[C:21]([O:38][CH2:39]C2C=CC=CC=2)[C:10]=1[C:11]([O:13][CH2:14][C:15]1[CH:20]=[CH:19][CH:18]=[CH:17][CH:16]=1)=[O:12])[C:2]1[CH:7]=[CH:6][CH:5]=[CH:4][CH:3]=1.[CH3:46][NH:47][CH3:48].[CH3:49][C:50](O)=O.[C:53](O[BH-](OC(=O)C)OC(=O)C)(=O)[CH3:54].[Na+].Cl[CH2:68][CH2:69]Cl. (3) The reactants are: Br[C:2]1[N:7]=[C:6]2[N:8]([CH2:12][C:13]3[C:18]([F:19])=[CH:17][CH:16]=[C:15]([F:20])[C:14]=3[Cl:21])[CH2:9][CH2:10][NH:11][C:5]2=[N:4][CH:3]=1.Cl.[CH2:23]([N:25]([CH2:40][CH3:41])[CH2:26][CH2:27][NH:28][C:29]([C:31]1[CH:36]=[CH:35][C:34](B(O)O)=[CH:33][CH:32]=1)=[O:30])[CH3:24]. Given the product [Cl:21][C:14]1[C:15]([F:20])=[CH:16][CH:17]=[C:18]([F:19])[C:13]=1[CH2:12][N:8]1[CH2:9][CH2:10][NH:11][C:5]2[N:4]=[CH:3][C:2]([C:34]3[CH:35]=[CH:36][C:31]([C:29]([NH:28][CH2:27][CH2:26][N:25]([CH2:40][CH3:41])[CH2:23][CH3:24])=[O:30])=[CH:32][CH:33]=3)=[N:7][C:6]1=2, predict the reactants needed to synthesize it. (4) Given the product [CH3:30][O:31][N:32]=[CH:19][C:16]1[CH:15]=[CH:14][C:13]2[NH:12][C:11]3[CH2:21][C@H:8]([NH:7][C:6](=[O:22])[C:10]([CH3:18])([CH3:11])[CH3:9])[CH2:9][C:10]=3[C:18]=2[CH:17]=1, predict the reactants needed to synthesize it. The reactants are: C(O[C:6](=[O:22])[NH:7][C@H:8]1[CH2:21][C:11]2[NH:12][C:13]3[CH:14]=[CH:15][C:16]([CH:19]=O)=[CH:17][C:18]=3[C:10]=2[CH2:9]1)(C)(C)C.C(=O)([O-])[O-].[K+].[K+].Cl.[CH3:30][O:31][NH2:32]. (5) Given the product [NH2:23][C:20]1[N:19]=[CH:18][C:17]([O:16][C:14]2[CH:15]=[C:10]([NH:9][C:7]([C:6]3[N:2]([CH3:1])[N:3]=[C:4]([CH3:27])[CH:5]=3)=[O:8])[CH:11]=[C:12]([CH3:26])[CH:13]=2)=[CH:22][CH:21]=1, predict the reactants needed to synthesize it. The reactants are: [CH3:1][N:2]1[C:6]([C:7]([NH:9][C:10]2[CH:15]=[C:14]([O:16][C:17]3[CH:18]=[N:19][C:20]([N+:23]([O-])=O)=[CH:21][CH:22]=3)[CH:13]=[C:12]([CH3:26])[CH:11]=2)=[O:8])=[CH:5][C:4]([CH3:27])=[N:3]1. (6) Given the product [C:23](=[N:36][C:20]1[CH:19]=[CH:18][N:17]=[C:16]([C:14]([C:7]2[C:8]3[CH:13]=[N:12][CH:11]=[N:10][C:9]=3[N:5]([C:1]([CH3:4])([CH3:3])[CH3:2])[CH:6]=2)=[O:15])[CH:21]=1)([C:30]1[CH:31]=[CH:32][CH:33]=[CH:34][CH:35]=1)[C:24]1[CH:29]=[CH:28][CH:27]=[CH:26][CH:25]=1, predict the reactants needed to synthesize it. The reactants are: [C:1]([N:5]1[C:9]2[N:10]=[CH:11][N:12]=[CH:13][C:8]=2[C:7]([C:14]([C:16]2[CH:21]=[C:20](Cl)[CH:19]=[CH:18][N:17]=2)=[O:15])=[CH:6]1)([CH3:4])([CH3:3])[CH3:2].[C:23](=[NH:36])([C:30]1[CH:35]=[CH:34][CH:33]=[CH:32][CH:31]=1)[C:24]1[CH:29]=[CH:28][CH:27]=[CH:26][CH:25]=1.C(=O)([O-])[O-].[Cs+].[Cs+].C1C=CC(P(C2C(C3C(P(C4C=CC=CC=4)C4C=CC=CC=4)=CC=C4C=3C=CC=C4)=C3C(C=CC=C3)=CC=2)C2C=CC=CC=2)=CC=1. (7) Given the product [BrH:1].[CH3:10][N:11]([CH3:19])[C:12]1[CH:13]=[CH:14][C:15]2[N:16]([CH:2]=[C:3]([C:4]([O:6][CH2:7][CH3:8])=[O:5])[N:18]=2)[CH:17]=1, predict the reactants needed to synthesize it. The reactants are: [Br:1][CH2:2][C:3](=O)[C:4]([O:6][CH2:7][CH3:8])=[O:5].[CH3:10][N:11]([CH3:19])[C:12]1[CH:13]=[CH:14][C:15]([NH2:18])=[N:16][CH:17]=1.C(O)C. (8) Given the product [CH3:1][O:2][C:3]1[CH:4]=[C:5]([CH:11]=[CH:12][C:13]2[O:15][N:24]=[C:18]([CH2:19][CH2:20][CH2:21][CH2:22][CH3:23])[N:17]=2)[CH:6]=[CH:7][C:8]=1[O:9][CH3:10], predict the reactants needed to synthesize it. The reactants are: [CH3:1][O:2][C:3]1[CH:4]=[C:5]([CH:11]=[CH:12][C:13]([OH:15])=O)[CH:6]=[CH:7][C:8]=1[O:9][CH3:10].O[NH:17][C:18](=[NH:24])[CH2:19][CH2:20][CH2:21][CH2:22][CH3:23]. (9) Given the product [Cl:16][C:10]1[CH:9]=[C:8]([C:4]2[CH:3]=[C:2]([NH:1][S:24]([CH2:23][C:17]3[CH:22]=[CH:21][CH:20]=[CH:19][CH:18]=3)(=[O:26])=[O:25])[CH:7]=[N:6][CH:5]=2)[CH:15]=[CH:14][C:11]=1[C:12]#[N:13], predict the reactants needed to synthesize it. The reactants are: [NH2:1][C:2]1[CH:3]=[C:4]([C:8]2[CH:15]=[CH:14][C:11]([C:12]#[N:13])=[C:10]([Cl:16])[CH:9]=2)[CH:5]=[N:6][CH:7]=1.[C:17]1([CH2:23][S:24](Cl)(=[O:26])=[O:25])[CH:22]=[CH:21][CH:20]=[CH:19][CH:18]=1.